Predict the reactants needed to synthesize the given product. From a dataset of Full USPTO retrosynthesis dataset with 1.9M reactions from patents (1976-2016). Given the product [Br:1][C:2]1[CH:3]=[CH:4][C:5]([CH2:10][OH:11])=[N:6][C:7]=1[O:8][CH3:9], predict the reactants needed to synthesize it. The reactants are: [Br:1][C:2]1[CH:3]=[CH:4][C:5]([C:10](OC)=[O:11])=[N:6][C:7]=1[O:8][CH3:9].CC(C[AlH]CC(C)C)C.C(C(C(C([O-])=O)O)O)([O-])=O.